From a dataset of Forward reaction prediction with 1.9M reactions from USPTO patents (1976-2016). Predict the product of the given reaction. (1) Given the reactants [CH2:1]([O:8][C:9]1[CH:14]=[CH:13][C:12]([N+:15]([O-:17])=[O:16])=[C:11](F)[CH:10]=1)[C:2]1[CH:7]=[CH:6][CH:5]=[CH:4][CH:3]=1.C(=O)([O-])[O-].[Na+].[Na+].[CH2:25]([SH:32])[C:26]1[CH:31]=[CH:30][CH:29]=[CH:28][CH:27]=1.O, predict the reaction product. The product is: [CH2:1]([O:8][C:9]1[CH:14]=[CH:13][C:12]([N+:15]([O-:17])=[O:16])=[C:11]([S:32][CH2:25][C:26]2[CH:31]=[CH:30][CH:29]=[CH:28][CH:27]=2)[CH:10]=1)[C:2]1[CH:7]=[CH:6][CH:5]=[CH:4][CH:3]=1. (2) Given the reactants [CH3:1][O:2][C:3]1[N:8]=[C:7]2[C:9]([C:13]3[NH:37][C:16]4=[N:17][CH:18]=[CH:19][C:20]([CH2:21][NH:22][CH:23]5[CH2:28][CH2:27][CH:26]([NH:29]C(=O)OC(C)(C)C)[CH2:25][CH2:24]5)=[C:15]4[CH:14]=3)=[CH:10][N:11]([CH3:12])[C:6]2=[CH:5][C:4]=1[O:38][CH3:39].[ClH:40], predict the reaction product. The product is: [ClH:40].[CH3:1][O:2][C:3]1[N:8]=[C:7]2[C:9]([C:13]3[NH:37][C:16]4=[N:17][CH:18]=[CH:19][C:20]([CH2:21][NH:22][CH:23]5[CH2:28][CH2:27][CH:26]([NH2:29])[CH2:25][CH2:24]5)=[C:15]4[CH:14]=3)=[CH:10][N:11]([CH3:12])[C:6]2=[CH:5][C:4]=1[O:38][CH3:39]. (3) Given the reactants [C:1]([O:5][C:6](=[O:32])[NH:7][CH:8]1[CH2:13][CH2:12][N:11]([C:14]2[N:15]([CH3:31])[C:16](=[O:30])[C:17](Cl)=[C:18]([C:20]3[CH:25]=[CH:24][C:23]([C:26]#[N:27])=[C:22]([F:28])[CH:21]=3)[N:19]=2)[CH2:10][CH2:9]1)([CH3:4])([CH3:3])[CH3:2].[CH3:33][N:34](C=O)C, predict the reaction product. The product is: [C:1]([O:5][C:6](=[O:32])[NH:7][CH:8]1[CH2:13][CH2:12][N:11]([C:14]2[N:15]([CH3:31])[C:16](=[O:30])[C:17]([C:33]#[N:34])=[C:18]([C:20]3[CH:25]=[CH:24][C:23]([C:26]#[N:27])=[C:22]([F:28])[CH:21]=3)[N:19]=2)[CH2:10][CH2:9]1)([CH3:4])([CH3:3])[CH3:2]. (4) Given the reactants [Br:1][C:2]1[CH:3]=[C:4]([NH:15][C:16]2[N:21]=[C:20]([NH:22][C:23]3[CH:28]=[C:27]([CH:29]=[CH2:30])[CH:26]=[CH:25][C:24]=3[O:31][CH3:32])[C:19]([Cl:33])=[CH:18][N:17]=2)[CH:5]=[CH:6][C:7]=1[N:8]1[CH2:13][CH2:12]N(C)[CH2:10][CH2:9]1.BrC1C=C(N)C=CC=1N1CCN(C)CC1.C[O:50]CCO.COCCOC, predict the reaction product. The product is: [Br:1][C:2]1[CH:3]=[C:4]([NH:15][C:16]2[N:21]=[C:20]([NH:22][C:23]3[CH:28]=[C:27]([CH:29]=[CH2:30])[CH:26]=[CH:25][C:24]=3[O:31][CH3:32])[C:19]([Cl:33])=[CH:18][N:17]=2)[CH:5]=[CH:6][C:7]=1[N:8]1[CH2:13][CH2:12][O:50][CH2:10][CH2:9]1. (5) Given the reactants [CH:1]1([C:4]2[N:8]([CH3:9])[C:7]3[C:10]([C:21](O)=[O:22])=[CH:11][C:12]([C:14]4[C:15]([CH3:20])=[N:16][O:17][C:18]=4[CH3:19])=[CH:13][C:6]=3[N:5]=2)[CH2:3][CH2:2]1.CN([C:27]([O:31][N:32]1N=NC2C=CC=N[C:33]1=2)=[N+](C)C)C.F[P-](F)(F)(F)(F)F.Cl.CCN(C(C)C)C(C)C, predict the reaction product. The product is: [CH:1]1([C:4]2[N:8]([CH3:9])[C:7]3[C:10]([C:21]([N:32]([O:31][CH3:27])[CH3:33])=[O:22])=[CH:11][C:12]([C:14]4[C:15]([CH3:20])=[N:16][O:17][C:18]=4[CH3:19])=[CH:13][C:6]=3[N:5]=2)[CH2:2][CH2:3]1.